The task is: Regression. Given a peptide amino acid sequence and an MHC pseudo amino acid sequence, predict their binding affinity value. This is MHC class I binding data.. This data is from Peptide-MHC class I binding affinity with 185,985 pairs from IEDB/IMGT. The peptide sequence is PEWDFISTPPL. The MHC is Mamu-B01 with pseudo-sequence Mamu-B01. The binding affinity (normalized) is 0.